Dataset: Forward reaction prediction with 1.9M reactions from USPTO patents (1976-2016). Task: Predict the product of the given reaction. (1) Given the reactants N([O-])=O.[Na+].Cl.[F:6][C:7]([F:11])([F:10])[CH2:8]N.[CH2:12]([C@@H:14]1[CH2:19][CH2:18][N:17]([C:20]([O:22][C:23]([CH3:26])([CH3:25])[CH3:24])=[O:21])[CH2:16][C@H:15]1[OH:27])[CH3:13], predict the reaction product. The product is: [C:23]([O:22][C:20]([N:17]1[CH2:18][CH2:19][C@@H:14]([CH2:12][CH3:13])[C@H:15]([O:27][CH2:8][C:7]([F:11])([F:10])[F:6])[CH2:16]1)=[O:21])([CH3:26])([CH3:25])[CH3:24]. (2) Given the reactants [CH3:1][O:2][C:3]1[C:8]([C:9]2[CH:14]=[CH:13][CH:12]=[CH:11][CH:10]=2)=[C:7]([O:15][CH3:16])[CH:6]=[CH:5][C:4]=1/[CH:17]=[CH:18]/[C:19]([OH:21])=[O:20].ClC1C(OC)=C(CCC(O)=O)C=CC=1OC, predict the reaction product. The product is: [CH3:1][O:2][C:3]1[C:8]([C:9]2[CH:14]=[CH:13][CH:12]=[CH:11][CH:10]=2)=[C:7]([O:15][CH3:16])[CH:6]=[CH:5][C:4]=1[CH2:17][CH2:18][C:19]([OH:21])=[O:20].